From a dataset of Peptide-MHC class I binding affinity with 185,985 pairs from IEDB/IMGT. Regression. Given a peptide amino acid sequence and an MHC pseudo amino acid sequence, predict their binding affinity value. This is MHC class I binding data. The peptide sequence is ISFIYALWI. The MHC is H-2-Kb with pseudo-sequence H-2-Kb. The binding affinity (normalized) is 0.717.